Dataset: Reaction yield outcomes from USPTO patents with 853,638 reactions. Task: Predict the reaction yield, written as a fraction of the theoretical maximum amount of product (1.0 means a 100% yield; for example, 0.34 means a 34% yield). (1) The reactants are [CH2:1]([O:3][NH:4][CH:5]([CH3:16])[CH2:6][C:7]1[C:12]([Cl:13])=[CH:11][C:10]([Cl:14])=[CH:9][C:8]=1[Cl:15])[CH3:2].C(N(CC)CC)C.[F:24][CH:25]([F:35])[C:26]1[C:30]([C:31](Cl)=[O:32])=[CH:29][N:28]([CH3:34])[N:27]=1. The catalyst is ClCCl.O. The product is [CH2:1]([O:3][N:4]([CH:5]([CH3:16])[CH2:6][C:7]1[C:8]([Cl:15])=[CH:9][C:10]([Cl:14])=[CH:11][C:12]=1[Cl:13])[C:31]([C:30]1[C:26]([CH:25]([F:35])[F:24])=[N:27][N:28]([CH3:34])[CH:29]=1)=[O:32])[CH3:2]. The yield is 0.500. (2) The yield is 0.820. The product is [Br:17][CH2:18][C:19]([N:5]([CH2:6][CH2:7][O:8][CH3:9])[CH2:4][CH2:3][O:2][CH3:1])=[O:20]. The reactants are [CH3:1][O:2][CH2:3][CH2:4][NH:5][CH2:6][CH2:7][O:8][CH3:9].C(N(CC)CC)C.[Br:17][CH2:18][C:19](Br)=[O:20]. The catalyst is C(Cl)Cl. (3) The reactants are [F:1][C:2]1[CH:10]=[CH:9][C:5]([C:6]([NH2:8])=O)=[CH:4][CH:3]=1.COC1C=CC(P2(SP(C3C=CC(OC)=CC=3)(=S)S2)=[S:20])=CC=1. The catalyst is C1C=CC=CC=1. The product is [F:1][C:2]1[CH:10]=[CH:9][C:5]([C:6]([NH2:8])=[S:20])=[CH:4][CH:3]=1. The yield is 0.710. (4) The reactants are Cl.[S:2]1[CH:6]=[CH:5][CH:4]=[C:3]1[CH2:7][O:8][CH:9]1[CH2:12][NH:11][CH2:10]1.CCN=C=NCCCN(C)C.C1C=CC2N(O)N=NC=2C=1.C(N(C(C)C)CC)(C)C.Cl.[O:44]=[C:45]1[NH:58][C:48]2=[N:49][CH:50]=[C:51](/[CH:53]=[CH:54]/[C:55](O)=[O:56])[CH:52]=[C:47]2[NH:46]1. The catalyst is CN(C)C=O. The product is [O:56]=[C:55]([N:11]1[CH2:12][CH:9]([O:8][CH2:7][C:3]2[S:2][CH:6]=[CH:5][CH:4]=2)[CH2:10]1)/[CH:54]=[CH:53]/[C:51]1[CH:52]=[C:47]2[NH:46][C:45](=[O:44])[NH:58][C:48]2=[N:49][CH:50]=1. The yield is 0.140.